This data is from Peptide-MHC class II binding affinity with 134,281 pairs from IEDB. The task is: Regression. Given a peptide amino acid sequence and an MHC pseudo amino acid sequence, predict their binding affinity value. This is MHC class II binding data. (1) The peptide sequence is RLMSMKSVQNNTVLK. The MHC is DRB1_0701 with pseudo-sequence DRB1_0701. The binding affinity (normalized) is 0.809. (2) The peptide sequence is RLIAFTSEHSHF. The MHC is HLA-DPA10201-DPB11401 with pseudo-sequence HLA-DPA10201-DPB11401. The binding affinity (normalized) is 0.0593. (3) The peptide sequence is TLSIGYHANNSTDTEDT. The MHC is DRB1_0101 with pseudo-sequence DRB1_0101. The binding affinity (normalized) is 0.